This data is from Reaction yield outcomes from USPTO patents with 853,638 reactions. The task is: Predict the reaction yield, written as a fraction of the theoretical maximum amount of product (1.0 means a 100% yield; for example, 0.34 means a 34% yield). (1) The reactants are [CH2:1]([O:3][C:4]([C:6]1[S:7][C:8]2[C:14](=O)[CH2:13][CH2:12][CH2:11][C:9]=2[N:10]=1)=[O:5])[CH3:2].[CH3:16]N(C=O)C.CC(N(C)C)=O.Cl.[NH:28]([C:32]1[CH:33]=[C:34]([S:38]([NH2:41])(=[O:40])=[O:39])[CH:35]=[CH:36][CH:37]=1)[C:29]([NH2:31])=[NH:30].C(=O)([O-])[O-].[K+].[K+]. The catalyst is O. The product is [CH2:1]([O:3][C:4]([C:6]1[S:7][C:8]2[C:14]3[N:31]=[C:29]([NH:28][C:32]4[CH:37]=[CH:36][CH:35]=[C:34]([S:38](=[O:39])(=[O:40])[NH2:41])[CH:33]=4)[N:30]=[CH:16][C:13]=3[CH2:12][CH2:11][C:9]=2[N:10]=1)=[O:5])[CH3:2]. The yield is 0.240. (2) The reactants are ClC1C=C(C=CC=1F)[C:5]1[C:10]([C:11]2[CH:20]=[CH:19][C:18]3[C:13](=[CH:14][CH:15]=[C:16]([C:21]4[N:25]([CH:26]5[CH2:31][CH2:30][CH2:29][CH2:28][CH2:27]5)[C:24]5[CH:32]=[CH:33][C:34]([C:36]([OH:38])=[O:37])=[CH:35][C:23]=5[N:22]=4)[CH:17]=3)[N:12]=2)=[CH:9][C:8]([O:39][CH3:40])=[CH:7][CH:6]=1.COC(C1C=CC2N(C3CCCCC3)C(C3C=C4C(=CC=3)N=C(C3C=C(OC)C=CC=3Br)C=C4)=NC=2C=1)=O.[F:83][C:84]1[CH:89]=[CH:88][CH:87]=[CH:86][C:85]=1B(O)O. No catalyst specified. The product is [CH:26]1([N:25]2[C:24]3[CH:32]=[CH:33][C:34]([C:36]([OH:38])=[O:37])=[CH:35][C:23]=3[N:22]=[C:21]2[C:16]2[CH:17]=[C:18]3[C:13](=[CH:14][CH:15]=2)[N:12]=[C:11]([C:10]2[C:5]([C:85]4[CH:86]=[CH:87][CH:88]=[CH:89][C:84]=4[F:83])=[CH:6][CH:7]=[C:8]([O:39][CH3:40])[CH:9]=2)[CH:20]=[CH:19]3)[CH2:27][CH2:28][CH2:29][CH2:30][CH2:31]1. The yield is 0.250. (3) The reactants are [OH:1][CH:2]([C:16]1[CH:17]=[N:18][N:19]([CH3:21])[CH:20]=1)[C:3]1[NH:11][C:10]2[C:5](=[N:6][CH:7]=[CH:8][C:9]=2[C:12]([O:14]C)=[O:13])[CH:4]=1. The catalyst is C(#N)C.O. The product is [OH:1][CH:2]([C:16]1[CH:17]=[N:18][N:19]([CH3:21])[CH:20]=1)[C:3]1[NH:11][C:10]2[C:5](=[N:6][CH:7]=[CH:8][C:9]=2[C:12]([OH:14])=[O:13])[CH:4]=1. The yield is 0.700. (4) The reactants are [CH3:1][O:2][C:3]1[CH:8]=[CH:7][C:6]([S:9]([N:12]2[CH2:18][C:17]3[CH:19]=[CH:20][C:21]([C:23](OC)=[O:24])=[CH:22][C:16]=3[O:15][C@@H:14]([CH3:27])[CH2:13]2)(=[O:11])=[O:10])=[CH:5][CH:4]=1.[OH-:28].[Na+].[NH2:30]O. The catalyst is C1COCC1.CO. The product is [OH:28][NH:30][C:23]([C:21]1[CH:20]=[CH:19][C:17]2[CH2:18][N:12]([S:9]([C:6]3[CH:7]=[CH:8][C:3]([O:2][CH3:1])=[CH:4][CH:5]=3)(=[O:11])=[O:10])[CH2:13][C@H:14]([CH3:27])[O:15][C:16]=2[CH:22]=1)=[O:24]. The yield is 0.430. (5) The product is [OH:10][CH:9]([C:5]1[CH:6]=[CH:7][CH:8]=[C:3]([O:2][CH3:1])[CH:4]=1)[CH2:11][O:12][C:13]1[CH:20]=[CH:19][C:16]([CH:17]=[O:18])=[CH:15][CH:14]=1. The catalyst is C1(C)C=CC=CC=1. The yield is 0.180. The reactants are [CH3:1][O:2][C:3]1[CH:4]=[C:5]([CH:9]2[CH2:11][O:10]2)[CH:6]=[CH:7][CH:8]=1.[OH:12][C:13]1[CH:20]=[CH:19][C:16]([CH:17]=[O:18])=[CH:15][CH:14]=1.[OH-].[Na+].